Dataset: Forward reaction prediction with 1.9M reactions from USPTO patents (1976-2016). Task: Predict the product of the given reaction. (1) Given the reactants [CH3:1][O:2][C:3]1[CH:8]=[CH:7][C:6]([C:9]2[CH:10]=[CH:11][N:12]=[C:13]3[C:17]=2[NH:16][CH:15]=[C:14]3[C:18](=[O:22])[C:19]([O-])=[O:20])=[CH:5][CH:4]=1.[K+].[C:24]([N:32]1[CH2:37][CH2:36][NH:35][CH2:34][CH2:33]1)(=[O:31])[C:25]1[CH:30]=[CH:29][CH:28]=[CH:27][CH:26]=1.C(OP(ON1C=C2C=CC=CC2=NN1)(OCC)=O)C.CCN(C(C)C)C(C)C, predict the reaction product. The product is: [C:24]([N:32]1[CH2:37][CH2:36][N:35]([C:19](=[O:20])[C:18]([C:14]2[C:13]3[C:17](=[C:9]([C:6]4[CH:5]=[CH:4][C:3]([O:2][CH3:1])=[CH:8][CH:7]=4)[CH:10]=[CH:11][N:12]=3)[NH:16][CH:15]=2)=[O:22])[CH2:34][CH2:33]1)(=[O:31])[C:25]1[CH:30]=[CH:29][CH:28]=[CH:27][CH:26]=1. (2) Given the reactants P(Cl)(Cl)([Cl:3])=O.[Cl:6][C:7]1[CH:12]=[C:11]([C:13]([F:16])([F:15])[F:14])[CH:10]=[C:9]([Cl:17])[C:8]=1[NH:18][NH:19][C:20](=O)[CH2:21][Cl:22], predict the reaction product. The product is: [Cl:6][C:7]1[CH:12]=[C:11]([C:13]([F:16])([F:15])[F:14])[CH:10]=[C:9]([Cl:17])[C:8]=1[NH:18][N:19]=[C:20]([Cl:3])[CH2:21][Cl:22]. (3) Given the reactants [OH:1][C:2]([C:34]1[CH:39]=[CH:38][CH:37]=[CH:36][CH:35]=1)([C:20]1[CH:25]=[CH:24][CH:23]=[C:22](OS(C(F)(F)F)(=O)=O)[CH:21]=1)[C:3]([O:5][CH2:6][CH:7]1[CH2:12][CH2:11][N:10]([CH2:13][C:14]2[CH:19]=[CH:18][CH:17]=[CH:16][CH:15]=2)[CH2:9][CH2:8]1)=[O:4].F[B-](F)(F)[CH2:42][CH2:43][NH:44][C:45](=[O:51])[O:46][C:47]([CH3:50])([CH3:49])[CH3:48].[K+].CC(OC1C=CC=C(OC(C)C)C=1C1C(P(C2CCCCC2)C2CCCCC2)=CC=CC=1)C.C(=O)([O-])[O-].[Cs+].[Cs+], predict the reaction product. The product is: [C:47]([O:46][C:45]([NH:44][CH2:43][CH2:42][C:22]1[CH:21]=[C:20]([C:2]([OH:1])([C:34]2[CH:39]=[CH:38][CH:37]=[CH:36][CH:35]=2)[C:3]([O:5][CH2:6][CH:7]2[CH2:12][CH2:11][N:10]([CH2:13][C:14]3[CH:15]=[CH:16][CH:17]=[CH:18][CH:19]=3)[CH2:9][CH2:8]2)=[O:4])[CH:25]=[CH:24][CH:23]=1)=[O:51])([CH3:50])([CH3:49])[CH3:48].